From a dataset of NCI-60 drug combinations with 297,098 pairs across 59 cell lines. Regression. Given two drug SMILES strings and cell line genomic features, predict the synergy score measuring deviation from expected non-interaction effect. (1) Drug 1: C1CCN(CC1)CCOC2=CC=C(C=C2)C(=O)C3=C(SC4=C3C=CC(=C4)O)C5=CC=C(C=C5)O. Drug 2: C1=CC=C(C(=C1)C(C2=CC=C(C=C2)Cl)C(Cl)Cl)Cl. Cell line: U251. Synergy scores: CSS=2.22, Synergy_ZIP=-1.64, Synergy_Bliss=-1.60, Synergy_Loewe=-1.78, Synergy_HSA=-1.65. (2) Drug 2: CC1=C(C(=CC=C1)Cl)NC(=O)C2=CN=C(S2)NC3=CC(=NC(=N3)C)N4CCN(CC4)CCO. Synergy scores: CSS=17.4, Synergy_ZIP=-2.37, Synergy_Bliss=0.224, Synergy_Loewe=2.50, Synergy_HSA=2.78. Cell line: PC-3. Drug 1: CC1=C2C(C(=O)C3(C(CC4C(C3C(C(C2(C)C)(CC1OC(=O)C(C(C5=CC=CC=C5)NC(=O)C6=CC=CC=C6)O)O)OC(=O)C7=CC=CC=C7)(CO4)OC(=O)C)O)C)OC(=O)C.